This data is from Reaction yield outcomes from USPTO patents with 853,638 reactions. The task is: Predict the reaction yield, written as a fraction of the theoretical maximum amount of product (1.0 means a 100% yield; for example, 0.34 means a 34% yield). (1) The reactants are [F:1][C:2]([F:16])([F:15])/[CH:3]=[CH:4]/[C:5]1[CH:13]=[CH:12][C:8]([C:9]([OH:11])=O)=[C:7]([CH3:14])[CH:6]=1.Cl.CN(C)CCCN=C=NCC.O.ON1C2C=CC=CC=2N=N1.[CH3:40][S:41]([N:44]1[C:52]2[C:47](=[CH:48][CH:49]=[C:50]([NH2:53])[CH:51]=2)[CH2:46][CH2:45]1)(=[O:43])=[O:42]. The catalyst is CN(C=O)C. The product is [CH3:40][S:41]([N:44]1[C:52]2[C:47](=[CH:48][CH:49]=[C:50]([NH:53][C:9](=[O:11])[C:8]3[CH:12]=[CH:13][C:5](/[CH:4]=[CH:3]/[C:2]([F:1])([F:16])[F:15])=[CH:6][C:7]=3[CH3:14])[CH:51]=2)[CH2:46][CH2:45]1)(=[O:43])=[O:42]. The yield is 0.240. (2) The reactants are [CH2:1]([O:8][C:9]([C:11]1[CH:31]=[CH:30][C:14]([O:15][C:16]2[C:21]([F:22])=[C:20](F)[C:19]([F:24])=[C:18]([F:25])[C:17]=2[C:26]([F:29])([F:28])[F:27])=[CH:13][CH:12]=1)=[O:10])[C:2]1[CH:7]=[CH:6][CH:5]=[CH:4][CH:3]=1.[N+:32]([C:35]1[CH:41]=[CH:40][C:38]([O-:39])=[CH:37][C:36]=1[O:42][CH2:43][C:44]1[CH:49]=[CH:48][CH:47]=[CH:46][CH:45]=1)([O-:34])=[O:33].[K+].C(=O)([O-])[O-].[K+].[K+].C(=O)([O-])O.[K+]. The catalyst is CS(C)=O. The product is [N+:32]([C:35]1[CH:41]=[CH:40][C:38]([O:39][C:20]2[C:19]([F:24])=[C:18]([F:25])[C:17]([C:26]([F:27])([F:28])[F:29])=[C:16]([O:15][C:14]3[CH:13]=[CH:12][C:11]([C:9]([O:8][CH2:1][C:2]4[CH:3]=[CH:4][CH:5]=[CH:6][CH:7]=4)=[O:10])=[CH:31][CH:30]=3)[C:21]=2[F:22])=[CH:37][C:36]=1[O:42][CH2:43][C:44]1[CH:45]=[CH:46][CH:47]=[CH:48][CH:49]=1)([O-:34])=[O:33]. The yield is 0.940.